Dataset: Forward reaction prediction with 1.9M reactions from USPTO patents (1976-2016). Task: Predict the product of the given reaction. (1) Given the reactants [Cl:1][C:2]1[CH:3]=[C:4]([CH:8]([NH:11][C:12]2[O:13][C:14]3[C:20]([O:21][CH3:22])=[CH:19][C:18]([C:23]([O:25]C)=[O:24])=[CH:17][C:15]=3[N:16]=2)[CH2:9][F:10])[CH:5]=[CH:6][CH:7]=1.[OH-].[Na+], predict the reaction product. The product is: [Cl:1][C:2]1[CH:3]=[C:4]([CH:8]([NH:11][C:12]2[O:13][C:14]3[C:20]([O:21][CH3:22])=[CH:19][C:18]([C:23]([OH:25])=[O:24])=[CH:17][C:15]=3[N:16]=2)[CH2:9][F:10])[CH:5]=[CH:6][CH:7]=1. (2) Given the reactants [NH2:1][N:2]1[C:10]2[C:6]([N:7]3[N:13]([CH2:14][CH:15]4[CH2:17][CH2:16]4)[C:12](=[O:18])[N:11]([CH2:19][CH2:20][N:21]4[CH:25]=[C:24]([C:26]([O:28]CC)=[O:27])[CH:23]=[N:22]4)[CH:8]3[N:9]=2)=[C:5]([C:31]2[O:32][CH:33]=[CH:34][CH:35]=2)[N:4]=[CH:3]1.[OH-].[Li+], predict the reaction product. The product is: [NH2:1][N:2]1[C:10]2[C:6]([N:7]3[N:13]([CH2:14][CH:15]4[CH2:17][CH2:16]4)[C:12](=[O:18])[N:11]([CH2:19][CH2:20][N:21]4[CH:25]=[C:24]([C:26]([OH:28])=[O:27])[CH:23]=[N:22]4)[CH:8]3[N:9]=2)=[C:5]([C:31]2[O:32][CH:33]=[CH:34][CH:35]=2)[N:4]=[CH:3]1. (3) The product is: [C:13]1([C:17]2[CH:22]=[CH:21][CH:20]=[CH:19][CH:18]=2)[CH:14]=[CH:15][CH:16]=[C:11]([C:9]([NH:8][C:5]2[CH:6]=[CH:7][C:2]([Cl:1])=[CH:3][C:4]=2[C:24]([OH:26])=[O:25])=[O:10])[CH:12]=1. Given the reactants [Cl:1][C:2]1[CH:7]=[CH:6][C:5]([NH:8][C:9]([C:11]2[CH:12]=[C:13]([C:17]3[CH:22]=[CH:21][CH:20]=[CH:19][CH:18]=3)[CH:14]=[CH:15][CH:16]=2)=[O:10])=[C:4](I)[CH:3]=1.[C:24](=[O:26])=[O:25], predict the reaction product. (4) Given the reactants [CH3:1][C:2]1[NH:9][C:5]2[N:6]=[CH:7][S:8][C:4]=2[CH:3]=1.[Br:10]N1C(=O)CCC1=O, predict the reaction product. The product is: [Br:10][C:3]1[C:4]2[S:8][CH:7]=[N:6][C:5]=2[NH:9][C:2]=1[CH3:1]. (5) Given the reactants [I:1][C:2]1[CH:8]=[CH:7][C:5]([NH2:6])=[CH:4][CH:3]=1.C(N(CC)CC)C.[CH2:16]([O:18][C:19](=[O:25])[CH2:20][S:21](Cl)(=[O:23])=[O:22])[CH3:17].Cl, predict the reaction product. The product is: [CH2:16]([O:18][C:19](=[O:25])[CH2:20][S:21](=[O:23])(=[O:22])[NH:6][C:5]1[CH:7]=[CH:8][C:2]([I:1])=[CH:3][CH:4]=1)[CH3:17]. (6) Given the reactants [CH:1]([S:9]([O-:12])(=[O:11])=[O:10])=[CH:2][C:3]1[CH:8]=[CH:7][CH:6]=[CH:5][CH:4]=1.[Na+].N(C(C)(C)C#N)=NC(C)(C)C#N.[CH2:26]([C:29]([OH:38])([C:34]([F:37])([F:36])[F:35])[C:30]([F:33])([F:32])[F:31])[CH:27]=[CH2:28], predict the reaction product. The product is: [CH:1]([S:9]([OH:12])(=[O:10])=[O:11])=[CH:2][C:3]1[CH:8]=[CH:7][CH:6]=[CH:5][CH:4]=1.[CH2:26]([C:29]([OH:38])([C:30]([F:32])([F:33])[F:31])[C:34]([F:35])([F:36])[F:37])[CH:27]=[CH2:28]. (7) Given the reactants C([O:8][C:9]1[CH:18]=[C:17]2[C:12]([C:13]([S:19][C:20]3[S:21][C:22]([N+:25]([O-:27])=[O:26])=[CH:23][CH:24]=3)=[CH:14][CH:15]=[N:16]2)=[CH:11][C:10]=1[O:28][CH3:29])C1C=CC=CC=1.C1(SC)C=CC=CC=1, predict the reaction product. The product is: [CH3:29][O:28][C:10]1[CH:11]=[C:12]2[C:17](=[CH:18][C:9]=1[OH:8])[N:16]=[CH:15][CH:14]=[C:13]2[S:19][C:20]1[S:21][C:22]([N+:25]([O-:27])=[O:26])=[CH:23][CH:24]=1. (8) Given the reactants [O:1]=[C:2]1[N:7]([CH2:8][C:9]([OH:11])=O)[N:6]=[N:5][C:4]2[CH:12]=[CH:13][CH:14]=[CH:15][C:3]1=2.[C:16]1([CH3:25])[CH:21]=[CH:20][C:19]([C@@H:22]([NH2:24])[CH3:23])=[CH:18][CH:17]=1, predict the reaction product. The product is: [O:1]=[C:2]1[N:7]([CH2:8][C:9]([NH:24][C@H:22]([C:19]2[CH:20]=[CH:21][C:16]([CH3:25])=[CH:17][CH:18]=2)[CH3:23])=[O:11])[N:6]=[N:5][C:4]2[CH:12]=[CH:13][CH:14]=[CH:15][C:3]1=2. (9) Given the reactants [C:1](=[O:4])([O-])[NH2:2].N[C@H:6]([C:38]1[CH:43]=[CH:42][CH:41]=[CH:40][CH:39]=1)[CH2:7][N:8]1[C:13](=[O:14])[C:12]([C:15]2[CH:20]=[CH:19][CH:18]=[C:17]([O:21][CH3:22])[C:16]=2[F:23])=[C:11]([CH3:24])[N:10](CC2C(C(F)(F)F)=CC=CC=2F)[C:9]1=[O:37].C([O-])([O-])=O.[K+].[K+].C(=O)=O, predict the reaction product. The product is: [F:23][C:16]1[C:17]([O:21][CH3:22])=[CH:18][CH:19]=[CH:20][C:15]=1[C:12]1[C:13](=[O:14])[N:8]([CH2:7][C@H:6]([NH:2][C:1](=[O:4])[C:12]([CH3:15])([CH3:13])[CH3:11])[C:38]2[CH:39]=[CH:40][CH:41]=[CH:42][CH:43]=2)[C:9](=[O:37])[NH:10][C:11]=1[CH3:24].